Dataset: Full USPTO retrosynthesis dataset with 1.9M reactions from patents (1976-2016). Task: Predict the reactants needed to synthesize the given product. (1) Given the product [F:1][C:2]1[CH:3]=[CH:4][C:5]([C@@H:8]([NH:10][C:11](=[O:13])[O:18][C:15]([CH3:17])([CH3:16])[CH3:14])[CH3:9])=[N:6][CH:7]=1, predict the reactants needed to synthesize it. The reactants are: [F:1][C:2]1[CH:3]=[CH:4][C:5]([C@@H:8]([NH:10][C:11](=[O:13])C)[CH3:9])=[N:6][CH:7]=1.[CH3:14][C:15]([O:18]C(OC([O:18][C:15]([CH3:17])([CH3:16])[CH3:14])=O)=O)([CH3:17])[CH3:16].O.[OH-].[Li+].O. (2) Given the product [CH2:13]([NH:12][C:11]1[C:10]2[C:5](=[CH:6][CH:7]=[CH:8][CH:9]=2)[N:4]=[C:3]([Cl:17])[C:2]=1[NH:1][C:22](=[O:23])[CH2:21][CH2:20][O:19][CH3:18])[CH2:14][CH2:15][CH3:16], predict the reactants needed to synthesize it. The reactants are: [NH2:1][C:2]1[C:3]([Cl:17])=[N:4][C:5]2[C:10]([C:11]=1[NH:12][CH2:13][CH2:14][CH2:15][CH3:16])=[CH:9][CH:8]=[CH:7][CH:6]=2.[CH3:18][O:19][CH2:20][CH2:21][C:22](Cl)=[O:23]. (3) Given the product [N:21]1([C:24]2[C:25]([O:30][CH2:31][CH2:32][O:10][C:4]3[CH:5]=[CH:6][C:7]([CH3:9])=[CH:8][C:3]=3[O:2][CH3:1])=[N:26][CH:27]=[CH:28][N:29]=2)[CH2:22][CH2:23][NH:18][CH2:19][CH2:20]1, predict the reactants needed to synthesize it. The reactants are: [CH3:1][O:2][C:3]1[CH:8]=[C:7]([CH3:9])[CH:6]=[CH:5][C:4]=1[OH:10].C(OC([N:18]1[CH2:23][CH2:22][N:21]([C:24]2[C:25]([O:30][CH2:31][CH2:32]O)=[N:26][CH:27]=[CH:28][N:29]=2)[CH2:20][CH2:19]1)=O)(C)(C)C. (4) Given the product [NH2:13][C:8]1[CH:9]=[C:10]([O:11][CH3:12])[C:2]([OH:1])=[CH:3][C:4]=1[C:5]([OH:7])=[O:6], predict the reactants needed to synthesize it. The reactants are: [OH:1][C:2]1[CH:3]=[C:4]([C:8]([N+:13]([O-])=O)=[CH:9][C:10]=1[O:11][CH3:12])[C:5]([OH:7])=[O:6]. (5) The reactants are: N1C=CC=C(CN)C=1.[CH3:9][N:10]1[CH:14]=[C:13]([CH2:15][NH2:16])[CH:12]=[N:11]1.FC1C=CC(CN2[C@@H](C)CN(C3SC(C(O)=O)=C(C)N=3)C2=O)=CC=1.[F:41][C:42]1[CH:64]=[CH:63][C:45]([CH2:46][N:47]2[CH2:51][C@H:50]([CH3:52])[N:49]([C:53]3[S:54][C:55]([C:59](O)=[O:60])=[C:56]([CH3:58])[N:57]=3)[C:48]2=[O:62])=[CH:44][CH:43]=1. Given the product [F:41][C:42]1[CH:64]=[CH:63][C:45]([CH2:46][N:47]2[CH2:51][C@H:50]([CH3:52])[N:49]([C:53]3[S:54][C:55]([C:59]([NH:16][CH2:15][C:13]4[CH:12]=[N:11][N:10]([CH3:9])[CH:14]=4)=[O:60])=[C:56]([CH3:58])[N:57]=3)[C:48]2=[O:62])=[CH:44][CH:43]=1, predict the reactants needed to synthesize it. (6) The reactants are: [F:1][C:2]([F:12])([F:11])[C:3]1[CH:8]=[CH:7][N:6]=[C:5]([CH2:9][OH:10])[CH:4]=1.CC(OI1(OC(C)=O)(OC(C)=O)OC(=O)C2C=CC=CC1=2)=O. Given the product [F:11][C:2]([F:1])([F:12])[C:3]1[CH:8]=[CH:7][N:6]=[C:5]([CH:9]=[O:10])[CH:4]=1, predict the reactants needed to synthesize it.